Predict which catalyst facilitates the given reaction. From a dataset of Catalyst prediction with 721,799 reactions and 888 catalyst types from USPTO. (1) Reactant: [O:1]=[C:2]1[N:10]([CH:11]2[CH2:16][CH2:15][N:14](CC3C=CC=CC=3)[CH2:13][CH2:12]2)[C:5]2=[N:6][CH:7]=[CH:8][N:9]=[C:4]2[NH:3]1.[H][H]. Product: [O:1]=[C:2]1[N:10]([CH:11]2[CH2:16][CH2:15][NH:14][CH2:13][CH2:12]2)[C:5]2=[N:6][CH:7]=[CH:8][N:9]=[C:4]2[NH:3]1. The catalyst class is: 19. (2) Reactant: C([Mg]Cl)(C)C.Br[C:7]1[CH:8]=[N:9][CH:10]=[CH:11][CH:12]=1.C(N(CC)CC)C.[CH:20]([N:23]1[C:27](=[O:28])[N:26]([C:29]2[CH:34]=[CH:33][C:32]([C:35]([F:38])([F:37])[F:36])=[CH:31][CH:30]=2)[N:25]=[C:24]1[CH:39]=[O:40])([CH3:22])[CH3:21]. Product: [OH:40][CH:39]([C:7]1[CH:8]=[N:9][CH:10]=[CH:11][CH:12]=1)[C:24]1[N:23]([CH:20]([CH3:22])[CH3:21])[C:27](=[O:28])[N:26]([C:29]2[CH:30]=[CH:31][C:32]([C:35]([F:38])([F:36])[F:37])=[CH:33][CH:34]=2)[N:25]=1. The catalyst class is: 1.